Dataset: Full USPTO retrosynthesis dataset with 1.9M reactions from patents (1976-2016). Task: Predict the reactants needed to synthesize the given product. Given the product [CH2:23]([C:20]1[CH:19]=[N:18][C:17]([N:14]2[CH2:15][CH2:16][CH:11]([N:8]3[C:5]4=[N:6][CH:7]=[C:2]([C:33]5[CH:38]=[CH:37][C:36]([S:39]([CH3:42])(=[O:41])=[O:40])=[CH:35][CH:34]=5)[CH:3]=[C:4]4[CH:10]=[CH:9]3)[CH2:12][CH2:13]2)=[N:22][CH:21]=1)[CH3:24], predict the reactants needed to synthesize it. The reactants are: Br[C:2]1[CH:3]=[C:4]2[CH:10]=[CH:9][N:8]([CH:11]3[CH2:16][CH2:15][N:14]([C:17]4[N:22]=[CH:21][C:20]([CH2:23][CH3:24])=[CH:19][N:18]=4)[CH2:13][CH2:12]3)[C:5]2=[N:6][CH:7]=1.CC1(C)C(C)(C)OB([C:33]2[CH:38]=[CH:37][C:36]([S:39]([CH3:42])(=[O:41])=[O:40])=[CH:35][CH:34]=2)O1.